Dataset: Full USPTO retrosynthesis dataset with 1.9M reactions from patents (1976-2016). Task: Predict the reactants needed to synthesize the given product. (1) Given the product [CH2:12]([O:1][C:2]1[CH:3]=[C:4]([CH:7]=[CH:8][CH:9]=1)[CH:5]=[O:6])[CH:11]=[CH2:10], predict the reactants needed to synthesize it. The reactants are: [OH:1][C:2]1[CH:3]=[C:4]([CH:7]=[CH:8][CH:9]=1)[CH:5]=[O:6].[CH2:10](Br)[CH:11]=[CH2:12].C([O-])([O-])=O.[Cs+].[Cs+]. (2) Given the product [Br:13][C:10]1[CH:11]=[C:12]2[C:7]([C:6]([C:14]([C:20]3[CH:21]=[C:22]4[C:26](=[CH:27][CH:28]=3)[N:25]([C:29]3[CH:30]=[CH:31][C:32]([F:35])=[CH:33][CH:34]=3)[N:24]=[CH:23]4)([OH:19])[C:15]([F:17])([F:16])[F:18])=[CH:5][N:4]2[CH2:42][CH:43]([OH:44])[CH2:45][OH:46])=[CH:8][CH:9]=1, predict the reactants needed to synthesize it. The reactants are: C([N:4]1[C:12]2[C:7](=[CH:8][CH:9]=[C:10]([Br:13])[CH:11]=2)[C:6]([C:14]([C:20]2[CH:21]=[C:22]3[C:26](=[CH:27][CH:28]=2)[N:25]([C:29]2[CH:34]=[CH:33][C:32]([F:35])=[CH:31][CH:30]=2)[N:24]=[CH:23]3)([OH:19])[C:15]([F:18])([F:17])[F:16])=[CH:5]1)C=C.[O-][Mn](=O)(=O)=O.[K+].[CH3:42][C:43]([CH3:45])=[O:44].[OH2:46].